Dataset: Full USPTO retrosynthesis dataset with 1.9M reactions from patents (1976-2016). Task: Predict the reactants needed to synthesize the given product. (1) Given the product [F:8][C:7]1[C:2]([CH:21]=[O:22])=[N:3][CH:4]=[CH:5][CH:6]=1, predict the reactants needed to synthesize it. The reactants are: Br[C:2]1[C:7]([F:8])=[CH:6][CH:5]=[CH:4][N:3]=1.[Li]CCCC.FC1(F)CCC([C:21](N(OC)C)=[O:22])CC1. (2) Given the product [NH2:1][C:2]1[CH:3]=[CH:4][C:5]([C:8]2[C:9]([NH2:23])=[N:10][CH:11]=[C:12]([C:31]3[CH:43]=[CH:42][CH:41]=[C:33]([O:34][CH:35]4[CH2:40][CH2:39][O:38][CH2:37][CH2:36]4)[C:32]=3[F:44])[N:13]=2)=[CH:6][CH:7]=1, predict the reactants needed to synthesize it. The reactants are: [NH2:1][C:2]1[CH:7]=[CH:6][C:5]([C:8]2[C:9]([NH2:23])=[N:10][CH:11]=[C:12](B3OC(C)(C)C(C)(C)O3)[N:13]=2)=[CH:4][CH:3]=1.C([O-])([O-])=O.[Na+].[Na+].Br[C:31]1[C:32]([F:44])=[C:33]([CH:41]=[CH:42][CH:43]=1)[O:34][CH:35]1[CH2:40][CH2:39][O:38][CH2:37][CH2:36]1.O. (3) Given the product [C:22]([Si:26]([C:49]1[CH:50]=[CH:51][CH:52]=[CH:53][CH:54]=1)([C:43]1[CH:44]=[CH:45][CH:46]=[CH:47][CH:48]=1)[O:27][C:28]1[CH:33]=[CH:32][C:31]([C:34]2[CH:39]=[CH:38][CH:37]=[CH:36][C:35]=2[NH:40][C:15](=[O:17])[CH:14]([C:11]2[CH:10]=[CH:9][C:8]([Cl:7])=[CH:13][CH:12]=2)[O:18][CH2:19][C:20]#[CH:21])=[CH:30][C:29]=1[O:41][CH3:42])([CH3:25])([CH3:23])[CH3:24], predict the reactants needed to synthesize it. The reactants are: C(Cl)(=O)C(Cl)=O.[Cl:7][C:8]1[CH:13]=[CH:12][C:11]([CH:14]([O:18][CH2:19][C:20]#[CH:21])[C:15]([OH:17])=O)=[CH:10][CH:9]=1.[C:22]([Si:26]([C:49]1[CH:54]=[CH:53][CH:52]=[CH:51][CH:50]=1)([C:43]1[CH:48]=[CH:47][CH:46]=[CH:45][CH:44]=1)[O:27][C:28]1[CH:33]=[CH:32][C:31]([C:34]2[CH:39]=[CH:38][CH:37]=[CH:36][C:35]=2[NH2:40])=[CH:30][C:29]=1[O:41][CH3:42])([CH3:25])([CH3:24])[CH3:23].C(N(CC)CC)C.